This data is from Forward reaction prediction with 1.9M reactions from USPTO patents (1976-2016). The task is: Predict the product of the given reaction. (1) Given the reactants [CH3:1][O:2][C:3]1[CH:4]=[C:5]2[C:10](=[C:11]3[CH2:15][C:14]([CH3:17])([CH3:16])[O:13][C:12]=13)[C:9]([C:18]1[CH:23]=[CH:22][CH:21]=[CH:20][CH:19]=1)=[N:8][CH:7]([CH2:24][OH:25])[CH2:6]2.[CH3:26][S:27](Cl)(=[O:29])=[O:28].O, predict the reaction product. The product is: [CH3:26][S:27]([O:25][CH2:24][CH:7]1[CH2:6][C:5]2[C:10](=[C:11]3[CH2:15][C:14]([CH3:17])([CH3:16])[O:13][C:12]3=[C:3]([O:2][CH3:1])[CH:4]=2)[C:9]([C:18]2[CH:23]=[CH:22][CH:21]=[CH:20][CH:19]=2)=[N:8]1)(=[O:29])=[O:28]. (2) Given the reactants Cl.Cl.[Cl:3][C:4]1[CH:5]=[C:6]([NH:11][C:12]2[C:21]3[C:16](=[CH:17][C:18]([O:29][CH3:30])=[C:19]([O:22][CH:23]4[CH2:28][CH2:27][NH:26][CH2:25][CH2:24]4)[CH:20]=3)[N:15]=[CH:14][N:13]=2)[CH:7]=[CH:8][C:9]=1[F:10].[C:31](O)(=[O:34])[CH2:32][OH:33].C(N(C(C)C)C(C)C)C.C(Cl)Cl.CO, predict the reaction product. The product is: [Cl:3][C:4]1[CH:5]=[C:6]([NH:11][C:12]2[C:21]3[C:16](=[CH:17][C:18]([O:29][CH3:30])=[C:19]([O:22][CH:23]4[CH2:24][CH2:25][N:26]([C:32]([CH2:31][OH:34])=[O:33])[CH2:27][CH2:28]4)[CH:20]=3)[N:15]=[CH:14][N:13]=2)[CH:7]=[CH:8][C:9]=1[F:10]. (3) Given the reactants [NH2:1][CH2:2][CH2:3][C:4]1[CH:9]=[CH:8][C:7]([S:10]([C:13]2[CH:23]=[CH:22][C:16]([C:17]([O:19][CH2:20][CH3:21])=[O:18])=[CH:15][N:14]=2)(=[O:12])=[O:11])=[CH:6][CH:5]=1.[CH:24](=O)[C:25]1[CH:30]=[CH:29][CH:28]=[CH:27][CH:26]=1, predict the reaction product. The product is: [CH2:24]([NH:1][CH2:2][CH2:3][C:4]1[CH:5]=[CH:6][C:7]([S:10]([C:13]2[CH:23]=[CH:22][C:16]([C:17]([O:19][CH2:20][CH3:21])=[O:18])=[CH:15][N:14]=2)(=[O:12])=[O:11])=[CH:8][CH:9]=1)[C:25]1[CH:30]=[CH:29][CH:28]=[CH:27][CH:26]=1. (4) The product is: [C:1]1([S:7]([NH:10][C:11]2[CH:16]=[CH:15][C:14]([C:17]([F:20])([F:19])[F:18])=[CH:13][C:12]=2[NH:33][CH2:32][C:23]2[CH:24]=[CH:25][C:26]([C:27]([O:37][CH3:36])=[O:28])=[CH:29][CH:30]=2)(=[O:9])=[O:8])[CH:6]=[CH:5][CH:4]=[CH:3][CH:2]=1. Given the reactants [C:1]1([S:7]([NH:10][C:11]2[CH:16]=[CH:15][C:14]([C:17]([F:20])([F:19])[F:18])=[CH:13][C:12]=2N)(=[O:9])=[O:8])[CH:6]=[CH:5][CH:4]=[CH:3][CH:2]=1.C(=O)[C:23]1[CH:30]=[CH:29][C:26]([CH:27]=[O:28])=[CH:25][CH:24]=1.[C:32]([BH3-])#[N:33].[Na+].[CH3:36][OH:37], predict the reaction product. (5) Given the reactants Br[C:2]1[C:10]2[S:9][CH:8]=[N:7][C:6]=2[CH:5]=[C:4]([CH3:11])[C:3]=1[OH:12].[Cl:13][C:14]1[CH:19]=[CH:18][C:17](B(O)O)=[CH:16][CH:15]=1.C([O-])([O-])=O.[K+].[K+], predict the reaction product. The product is: [Cl:13][C:14]1[CH:19]=[CH:18][C:17]([C:2]2[C:10]3[S:9][CH:8]=[N:7][C:6]=3[CH:5]=[C:4]([CH3:11])[C:3]=2[OH:12])=[CH:16][CH:15]=1.